Dataset: Full USPTO retrosynthesis dataset with 1.9M reactions from patents (1976-2016). Task: Predict the reactants needed to synthesize the given product. Given the product [CH3:1][O:2][C:3](=[O:37])[C:4]1[CH:9]=[C:8]([O:10][C:11]2[CH:12]=[C:13]([C:20]3[CH:21]=[CH:22][CH:23]=[CH:24][CH:25]=3)[C:14]([NH2:17])=[CH:15][CH:16]=2)[CH:7]=[CH:6][C:5]=1[NH:26][S:27]([C:30]1[CH:31]=[CH:32][C:33]([CH3:36])=[CH:34][CH:35]=1)(=[O:29])=[O:28], predict the reactants needed to synthesize it. The reactants are: [CH3:1][O:2][C:3](=[O:37])[C:4]1[CH:9]=[C:8]([O:10][C:11]2[CH:12]=[C:13]([C:20]3[CH:25]=[CH:24][CH:23]=[CH:22][CH:21]=3)[C:14]([N+:17]([O-])=O)=[CH:15][CH:16]=2)[CH:7]=[CH:6][C:5]=1[NH:26][S:27]([C:30]1[CH:35]=[CH:34][C:33]([CH3:36])=[CH:32][CH:31]=1)(=[O:29])=[O:28].[H][H].